From a dataset of Forward reaction prediction with 1.9M reactions from USPTO patents (1976-2016). Predict the product of the given reaction. (1) Given the reactants C(OC=C)(=[O:3])C.[CH2:7]([SiH:9]([CH2:12][CH3:13])[CH2:10][CH3:11])[CH3:8].[CH:14]([Si:16]([CH2:21][CH3:22])([CH2:19][CH3:20])[CH2:17][CH3:18])=[CH2:15], predict the reaction product. The product is: [CH2:14]([Si:16]([CH2:21][CH3:22])([CH2:19][CH3:20])[CH2:17][CH3:18])[CH3:15].[CH2:7]([Si:9]([CH2:12][CH3:13])([CH2:10][CH3:11])[OH:3])[CH3:8]. (2) The product is: [Cl:15][CH2:14][CH2:13][N:3]1[C:11]2[C:6](=[CH:7][CH:8]=[CH:9][CH:10]=2)[CH:5]=[CH:4]1. Given the reactants [H-].[Na+].[NH:3]1[C:11]2[C:6](=[CH:7][CH:8]=[CH:9][CH:10]=2)[CH:5]=[CH:4]1.Br[CH2:13][CH2:14][Cl:15].O, predict the reaction product. (3) Given the reactants Cl.[C:2]([C:4]1[CH:9]=[CH:8][C:7]([C:10]2[N:11]=[C:12]([N:20]3[CH2:25][CH2:24][N:23]([CH2:26][CH3:27])[CH2:22][CH2:21]3)[C:13]3[C:18]([CH:19]=2)=[CH:17][CH:16]=[CH:15][CH:14]=3)=[CH:6][CH:5]=1)#[N:3].[OH-:28].[Na+], predict the reaction product. The product is: [CH2:26]([N:23]1[CH2:22][CH2:21][N:20]([C:12]2[C:13]3[C:18](=[CH:17][CH:16]=[CH:15][CH:14]=3)[CH:19]=[C:10]([C:7]3[CH:6]=[CH:5][C:4]([C:2](=[O:28])[NH2:3])=[CH:9][CH:8]=3)[N:11]=2)[CH2:25][CH2:24]1)[CH3:27].